Dataset: NCI-60 drug combinations with 297,098 pairs across 59 cell lines. Task: Regression. Given two drug SMILES strings and cell line genomic features, predict the synergy score measuring deviation from expected non-interaction effect. (1) Drug 1: CNC(=O)C1=NC=CC(=C1)OC2=CC=C(C=C2)NC(=O)NC3=CC(=C(C=C3)Cl)C(F)(F)F. Drug 2: CC12CCC3C(C1CCC2OP(=O)(O)O)CCC4=C3C=CC(=C4)OC(=O)N(CCCl)CCCl.[Na+]. Cell line: SR. Synergy scores: CSS=51.5, Synergy_ZIP=3.64, Synergy_Bliss=7.40, Synergy_Loewe=4.69, Synergy_HSA=4.97. (2) Drug 1: C1C(C(OC1N2C=C(C(=O)NC2=O)F)CO)O. Drug 2: CC1=C(C(CCC1)(C)C)C=CC(=CC=CC(=CC(=O)O)C)C. Cell line: OVCAR3. Synergy scores: CSS=4.36, Synergy_ZIP=-3.17, Synergy_Bliss=-2.22, Synergy_Loewe=-23.2, Synergy_HSA=-5.25. (3) Drug 1: CC12CCC(CC1=CCC3C2CCC4(C3CC=C4C5=CN=CC=C5)C)O. Drug 2: CN1C2=C(C=C(C=C2)N(CCCl)CCCl)N=C1CCCC(=O)O.Cl. Cell line: SK-MEL-2. Synergy scores: CSS=3.20, Synergy_ZIP=1.44, Synergy_Bliss=2.24, Synergy_Loewe=-2.78, Synergy_HSA=-1.10. (4) Drug 1: CC1C(C(CC(O1)OC2CC(CC3=C2C(=C4C(=C3O)C(=O)C5=C(C4=O)C(=CC=C5)OC)O)(C(=O)C)O)N)O.Cl. Drug 2: C(CCl)NC(=O)N(CCCl)N=O. Cell line: SW-620. Synergy scores: CSS=28.0, Synergy_ZIP=-5.10, Synergy_Bliss=-2.81, Synergy_Loewe=-22.0, Synergy_HSA=-3.34. (5) Drug 1: C1=CC(=CC=C1C#N)C(C2=CC=C(C=C2)C#N)N3C=NC=N3. Drug 2: CCCCCOC(=O)NC1=NC(=O)N(C=C1F)C2C(C(C(O2)C)O)O. Cell line: LOX IMVI. Synergy scores: CSS=-6.05, Synergy_ZIP=-1.39, Synergy_Bliss=-8.78, Synergy_Loewe=-13.2, Synergy_HSA=-9.57. (6) Drug 1: C1=CN(C=N1)CC(O)(P(=O)(O)O)P(=O)(O)O. Drug 2: COCCOC1=C(C=C2C(=C1)C(=NC=N2)NC3=CC=CC(=C3)C#C)OCCOC.Cl. Cell line: HOP-92. Synergy scores: CSS=4.31, Synergy_ZIP=-0.466, Synergy_Bliss=0.422, Synergy_Loewe=-3.07, Synergy_HSA=-0.871. (7) Drug 1: CC1CCCC2(C(O2)CC(NC(=O)CC(C(C(=O)C(C1O)C)(C)C)O)C(=CC3=CSC(=N3)C)C)C. Drug 2: N.N.Cl[Pt+2]Cl. Cell line: RXF 393. Synergy scores: CSS=47.8, Synergy_ZIP=-2.86, Synergy_Bliss=-4.84, Synergy_Loewe=-5.79, Synergy_HSA=-2.91. (8) Cell line: SF-295. Synergy scores: CSS=45.0, Synergy_ZIP=-1.27, Synergy_Bliss=-3.20, Synergy_Loewe=-45.2, Synergy_HSA=-2.65. Drug 1: CC1=C(C(=O)C2=C(C1=O)N3CC4C(C3(C2COC(=O)N)OC)N4)N. Drug 2: COC1=C2C(=CC3=C1OC=C3)C=CC(=O)O2. (9) Drug 1: CC12CCC(CC1=CCC3C2CCC4(C3CC=C4C5=CN=CC=C5)C)O. Drug 2: CS(=O)(=O)CCNCC1=CC=C(O1)C2=CC3=C(C=C2)N=CN=C3NC4=CC(=C(C=C4)OCC5=CC(=CC=C5)F)Cl. Cell line: HOP-92. Synergy scores: CSS=1.02, Synergy_ZIP=-1.63, Synergy_Bliss=-1.50, Synergy_Loewe=-1.56, Synergy_HSA=-1.89. (10) Drug 1: C1=CC=C(C(=C1)C(C2=CC=C(C=C2)Cl)C(Cl)Cl)Cl. Drug 2: C1=NC2=C(N=C(N=C2N1C3C(C(C(O3)CO)O)F)Cl)N. Cell line: KM12. Synergy scores: CSS=1.78, Synergy_ZIP=0.273, Synergy_Bliss=2.62, Synergy_Loewe=-7.32, Synergy_HSA=0.591.